From a dataset of Forward reaction prediction with 1.9M reactions from USPTO patents (1976-2016). Predict the product of the given reaction. (1) Given the reactants [Cl:1][C:2]1[CH:3]=[C:4]([N:8]2[CH:12]=[C:11]([C:13]([O:15]CC)=[O:14])[N:10]=[N:9]2)[CH:5]=[CH:6][CH:7]=1.[Li+].[OH-], predict the reaction product. The product is: [Cl:1][C:2]1[CH:3]=[C:4]([N:8]2[CH:12]=[C:11]([C:13]([OH:15])=[O:14])[N:10]=[N:9]2)[CH:5]=[CH:6][CH:7]=1. (2) Given the reactants [CH2:1]([O:3][C:4]([C:6]1([C:9]2[CH:14]=[CH:13][C:12]([C:15]3[CH:20]=[CH:19][C:18]([C:21]4[O:25][N:24]=[C:23]([CH3:26])[C:22]=4[NH2:27])=[CH:17][CH:16]=3)=[CH:11][CH:10]=2)[CH2:8][CH2:7]1)=[O:5])[CH3:2].Br[C:29]1[CH:34]=[CH:33][CH:32]=[C:31]([O:35][CH2:36][CH3:37])[N:30]=1, predict the reaction product. The product is: [CH2:1]([O:3][C:4]([C:6]1([C:9]2[CH:10]=[CH:11][C:12]([C:15]3[CH:20]=[CH:19][C:18]([C:21]4[O:25][N:24]=[C:23]([CH3:26])[C:22]=4[NH:27][C:29]4[CH:34]=[CH:33][CH:32]=[C:31]([O:35][CH2:36][CH3:37])[N:30]=4)=[CH:17][CH:16]=3)=[CH:13][CH:14]=2)[CH2:8][CH2:7]1)=[O:5])[CH3:2]. (3) Given the reactants I[C:2]1[CH:3]=[C:4]([CH2:8][C:9]([O:11][CH2:12][CH3:13])=[O:10])[CH:5]=[CH:6][CH:7]=1.Br[C:15]1[CH:20]=[CH:19][C:18]([C:21]([F:24])([F:23])[F:22])=[CH:17][C:16]=1[N+:25]([O-:27])=[O:26].CCN(C(C)C)C(C)C, predict the reaction product. The product is: [CH2:12]([O:11][C:9](=[O:10])[CH2:8][C:4]1[CH:3]=[C:2]([C:15]2[CH:20]=[CH:19][C:18]([C:21]([F:24])([F:22])[F:23])=[CH:17][C:16]=2[N+:25]([O-:27])=[O:26])[CH:7]=[CH:6][CH:5]=1)[CH3:13]. (4) Given the reactants [CH3:1][O:2][C:3]1[CH:4]=[C:5]([CH:9]=[CH:10][CH:11]=1)[C:6]([NH2:8])=[O:7].Cl[CH2:13][C:14]([C:16]([F:19])([F:18])[F:17])=[O:15].ClCCl, predict the reaction product. The product is: [CH3:1][O:2][C:3]1[CH:4]=[C:5]([CH:9]=[CH:10][CH:11]=1)[C:6]([NH:8][CH2:13][C:14](=[O:15])[C:16]([F:19])([F:18])[F:17])=[O:7]. (5) Given the reactants [F:1][C:2]([F:17])([F:16])[C:3]1[CH:4]=[C:5]([CH:9]=[C:10]([C:12]([F:15])([F:14])[F:13])[CH:11]=1)[C:6](Cl)=[O:7].Cl.[Cl:19][C:20]1[CH:21]=[C:22]([C@H:26]2[C@@H:31]([C:32]3[CH:37]=[CH:36][CH:35]=[CH:34][CH:33]=3)[CH2:30][CH2:29][NH:28][CH2:27]2)[CH:23]=[CH:24][CH:25]=1, predict the reaction product. The product is: [F:1][C:2]([F:17])([F:16])[C:3]1[CH:4]=[C:5]([C:6]([N:28]2[CH2:29][CH2:30][C@H:31]([C:32]3[CH:37]=[CH:36][CH:35]=[CH:34][CH:33]=3)[C@H:26]([C:22]3[CH:23]=[CH:24][CH:25]=[C:20]([Cl:19])[CH:21]=3)[CH2:27]2)=[O:7])[CH:9]=[C:10]([C:12]([F:15])([F:14])[F:13])[CH:11]=1.